Task: Predict the reactants needed to synthesize the given product.. Dataset: Full USPTO retrosynthesis dataset with 1.9M reactions from patents (1976-2016) (1) Given the product [O:33]1[CH2:34][CH2:35][N:30]([C:28]2[N:29]=[C:24]([C:9]3[C:10]([C:19]([F:20])([F:21])[F:22])=[CH:11][C:12]([NH:15][C:16](=[O:18])[CH3:17])=[N:13][CH:14]=3)[CH:25]=[C:26]([N:36]3[CH2:37][CH2:38][O:39][CH2:40][CH2:41]3)[N:27]=2)[CH2:31][CH2:32]1, predict the reactants needed to synthesize it. The reactants are: O1CCNCCOB1[C:9]1[C:10]([C:19]([F:22])([F:21])[F:20])=[CH:11][C:12]([NH:15][C:16](=[O:18])[CH3:17])=[N:13][CH:14]=1.Cl[C:24]1[N:29]=[C:28]([N:30]2[CH2:35][CH2:34][O:33][CH2:32][CH2:31]2)[N:27]=[C:26]([N:36]2[CH2:41][CH2:40][O:39][CH2:38][CH2:37]2)[CH:25]=1. (2) Given the product [F:1][C:2]1[C:7]2[C:8]([C:18]([NH:30][CH3:28])=[O:19])=[C:9]([C:11]3[CH:16]=[CH:15][C:14]([Br:17])=[CH:13][CH:12]=3)[O:10][C:6]=2[CH:5]=[CH:4][C:3]=1[OH:21], predict the reactants needed to synthesize it. The reactants are: [F:1][C:2]1[C:7]2[C:8]([C:18](O)=[O:19])=[C:9]([C:11]3[CH:16]=[CH:15][C:14]([Br:17])=[CH:13][CH:12]=3)[O:10][C:6]=2[CH:5]=[CH:4][C:3]=1[OH:21].CN.C1C=CC2N(O)N=[N:30][C:28]=2C=1.CCN=C=NCCCN(C)C.Cl.C(N(C(C)C)CC)(C)C. (3) Given the product [CH3:1][N:2]1[C:10]2[C:5](=[CH:6][CH:7]=[CH:8][CH:9]=2)[C:4]([C:11]([NH:14][C:15]2[C:16]([C:21](=[O:22])[NH:23][CH2:24][CH:25]3[CH2:30][CH2:29][O:28][CH2:27][CH2:26]3)=[N:17][CH:18]=[CH:19][CH:20]=2)=[O:12])=[CH:3]1, predict the reactants needed to synthesize it. The reactants are: [CH3:1][N:2]1[C:10]2[C:5](=[CH:6][CH:7]=[CH:8][CH:9]=2)[C:4]([C:11](Cl)=[O:12])=[CH:3]1.[NH2:14][C:15]1[C:16]([C:21]([NH:23][CH2:24][CH:25]2[CH2:30][CH2:29][O:28][CH2:27][CH2:26]2)=[O:22])=[N:17][CH:18]=[CH:19][CH:20]=1.